From a dataset of Forward reaction prediction with 1.9M reactions from USPTO patents (1976-2016). Predict the product of the given reaction. Given the reactants [CH2:1]([NH:5][CH2:6][C:7]1[S:8][C:9]([C:12]2[CH:17]=[CH:16][CH:15]=[C:14]([S:18]([CH3:21])(=[O:20])=[O:19])[CH:13]=2)=[CH:10][CH:11]=1)[CH:2]([CH3:4])[CH3:3].C/C(/C)=C(/OC)\O[Si](C)(C)C.[CH2:33]([S:37](Cl)(=[O:39])=[O:38])[CH2:34][CH2:35][CH3:36], predict the reaction product. The product is: [CH2:1]([N:5]([CH2:6][C:7]1[S:8][C:9]([C:12]2[CH:17]=[CH:16][CH:15]=[C:14]([S:18]([CH3:21])(=[O:20])=[O:19])[CH:13]=2)=[CH:10][CH:11]=1)[S:37]([CH2:33][CH2:34][CH2:35][CH3:36])(=[O:39])=[O:38])[CH:2]([CH3:4])[CH3:3].